This data is from Kir2.1 potassium channel HTS with 301,493 compounds. The task is: Binary Classification. Given a drug SMILES string, predict its activity (active/inactive) in a high-throughput screening assay against a specified biological target. (1) The compound is Brc1cc(S(=O)(=O)n2c(nc(c2)C)CC)c(OC)cc1. The result is 1 (active). (2) The drug is S(=O)(=O)(N(CC(=O)Nc1c(ccc(c1)C)C)C)c1ccccc1. The result is 0 (inactive).